This data is from Peptide-MHC class II binding affinity with 134,281 pairs from IEDB. The task is: Regression. Given a peptide amino acid sequence and an MHC pseudo amino acid sequence, predict their binding affinity value. This is MHC class II binding data. (1) The peptide sequence is ELQMSWLPLCVRLER. The binding affinity (normalized) is 0.728. The MHC is DRB1_1101 with pseudo-sequence DRB1_1101. (2) The peptide sequence is IGLEIKDVQIIKQSEKEYIRIDAKVVP. The MHC is DRB1_1301 with pseudo-sequence DRB1_1301. The binding affinity (normalized) is 0.706. (3) The peptide sequence is AAPLSWSKDIYNYME. The MHC is DRB1_0802 with pseudo-sequence DRB1_0802. The binding affinity (normalized) is 0.417. (4) The peptide sequence is GECQIVDKIDAAFKI. The MHC is DRB3_0202 with pseudo-sequence DRB3_0202. The binding affinity (normalized) is 0.0983. (5) The peptide sequence is RIPSLIKTLQNKLCS. The MHC is DRB1_0101 with pseudo-sequence DRB1_0101. The binding affinity (normalized) is 0.641.